Predict the reaction yield, written as a fraction of the theoretical maximum amount of product (1.0 means a 100% yield; for example, 0.34 means a 34% yield). From a dataset of Reaction yield outcomes from USPTO patents with 853,638 reactions. The reactants are [CH3:1][N:2]1[CH2:7][CH2:6][N:5]([C:8]2[N:13]3[C:14]([CH2:30][OH:31])=[C:15]([CH2:17][N:18]([CH3:29])[C@@H:19]4[C:28]5[N:27]=[CH:26][CH:25]=[CH:24][C:23]=5[CH2:22][CH2:21][CH2:20]4)[N:16]=[C:12]3[CH:11]=[CH:10][CH:9]=2)[CH2:4][CH2:3]1. The catalyst is ClCCl. The product is [CH3:1][N:2]1[CH2:7][CH2:6][N:5]([C:8]2[N:13]3[C:14]([CH:30]=[O:31])=[C:15]([CH2:17][N:18]([CH3:29])[C@@H:19]4[C:28]5[N:27]=[CH:26][CH:25]=[CH:24][C:23]=5[CH2:22][CH2:21][CH2:20]4)[N:16]=[C:12]3[CH:11]=[CH:10][CH:9]=2)[CH2:4][CH2:3]1. The yield is 0.580.